The task is: Predict the reactants needed to synthesize the given product.. This data is from Full USPTO retrosynthesis dataset with 1.9M reactions from patents (1976-2016). (1) Given the product [CH:28]([C:27]1[C:26]([O:25][CH2:24][O:23][CH2:22][CH2:21][O:20][CH3:19])=[C:33]([C:2]2[C:7]([O:8][CH2:9][O:10][CH2:11][CH2:12][O:13][CH3:14])=[CH:6][CH:5]=[C:4]([CH2:15][C:16]([O:18][CH3:43])=[O:17])[CH:3]=2)[CH:32]=[CH:31][CH:30]=1)=[O:29], predict the reactants needed to synthesize it. The reactants are: Br[C:2]1[CH:3]=[C:4]([CH2:15][C:16]([O-:18])=[O:17])[CH:5]=[CH:6][C:7]=1[O:8][CH2:9][O:10][CH2:11][CH2:12][O:13][CH3:14].[CH3:19][O:20][CH2:21][CH2:22][O:23][CH2:24][O:25][C:26]1[C:33](B2OC(C)(C)C(C)(C)O2)=[CH:32][CH:31]=[CH:30][C:27]=1[CH:28]=[O:29].[C:43]1(C)C=CC=CC=1. (2) The reactants are: Br[C:2]1[CH:7]=[CH:6][C:5]([N+:8]([O-:10])=[O:9])=[C:4]([O:11][CH:12]([F:14])[F:13])[CH:3]=1.[N:15]1([C:21]([O:23][C:24]([CH3:27])([CH3:26])[CH3:25])=[O:22])[CH2:20][CH2:19][NH:18][CH2:17][CH2:16]1.C(=O)([O-])[O-].[Cs+].[Cs+]. Given the product [F:13][CH:12]([F:14])[O:11][C:4]1[CH:3]=[C:2]([N:18]2[CH2:17][CH2:16][N:15]([C:21]([O:23][C:24]([CH3:27])([CH3:26])[CH3:25])=[O:22])[CH2:20][CH2:19]2)[CH:7]=[CH:6][C:5]=1[N+:8]([O-:10])=[O:9], predict the reactants needed to synthesize it. (3) Given the product [Cl:1][C:2]1[CH:7]=[CH:6][C:5]([N:8]2[C:16](=[O:17])[C:15]3[N:14]=[CH:13][N:12]([C:18]4[CH:19]=[C:20]([NH:24][S:25]([CH3:28])(=[O:27])=[O:26])[CH:21]=[CH:22][CH:23]=4)[C:11]=3[N:10]=[C:9]2[C:29]2[CH:34]=[CH:33][C:32]([C:50]3[N:45]=[N:46][CH:47]=[CH:48][CH:49]=3)=[CH:31][CH:30]=2)=[CH:4][CH:3]=1, predict the reactants needed to synthesize it. The reactants are: [Cl:1][C:2]1[CH:7]=[CH:6][C:5]([N:8]2[C:16](=[O:17])[C:15]3[N:14]=[CH:13][N:12]([C:18]4[CH:19]=[C:20]([NH:24][S:25]([CH3:28])(=[O:27])=[O:26])[CH:21]=[CH:22][CH:23]=4)[C:11]=3[N:10]=[C:9]2[C:29]2[CH:34]=[CH:33][C:32](B3OC(C)(C)C(C)(C)O3)=[CH:31][CH:30]=2)=[CH:4][CH:3]=1.I[N:45]1[CH:50]=[CH:49][CH:48]=[CH:47][NH:46]1.C(=O)([O-])[O-].[Cs+].[Cs+].